This data is from Forward reaction prediction with 1.9M reactions from USPTO patents (1976-2016). The task is: Predict the product of the given reaction. (1) Given the reactants FC1C=C(F)C=CC=1C1C=C(CN2C(=O)C3=CC=CC=C3C2=O)C(=O)N(CC(C)C)N=1.[C:32]([C:35]1[C:36](=[O:60])[N:37]([CH2:49][CH2:50][CH2:51][C:52]2[C:57]([Cl:58])=[CH:56][CH:55]=[CH:54][C:53]=2[Cl:59])[N:38]=[C:39]([C:41]2[CH:46]=[CH:45][C:44]([F:47])=[C:43]([CH3:48])[CH:42]=2)[CH:40]=1)(O)=[O:33], predict the reaction product. The product is: [Cl:59][C:53]1[CH:54]=[CH:55][CH:56]=[C:57]([Cl:58])[C:52]=1[CH2:51][CH2:50][CH2:49][N:37]1[C:36](=[O:60])[C:35]([CH2:32][OH:33])=[CH:40][C:39]([C:41]2[CH:46]=[CH:45][C:44]([F:47])=[C:43]([CH3:48])[CH:42]=2)=[N:38]1. (2) The product is: [CH2:2]([N:5]1[CH2:10][CH2:9][N:8]([C:11]2[N:12]=[CH:13][C:14]([NH:17][S:18]([C:21]3[CH:26]=[CH:25][C:24]([CH:28]4[CH2:30][CH2:29]4)=[CH:23][CH:22]=3)(=[O:20])=[O:19])=[CH:15][CH:16]=2)[CH2:7][CH2:6]1)[CH:3]=[CH2:4]. Given the reactants Cl.[CH2:2]([N:5]1[CH2:10][CH2:9][N:8]([C:11]2[CH:16]=[CH:15][C:14]([NH:17][S:18]([C:21]3[CH:26]=[CH:25][C:24](Br)=[CH:23][CH:22]=3)(=[O:20])=[O:19])=[CH:13][N:12]=2)[CH2:7][CH2:6]1)[CH:3]=[CH2:4].[CH:28]1(B(O)O)[CH2:30][CH2:29]1.[O-]P([O-])([O-])=O.[K+].[K+].[K+].C1(P(C2CCCCC2)C2CCCCC2)CCCCC1, predict the reaction product. (3) Given the reactants [OH:1][C:2]1[C:11]2[C:6](=[CH:7][CH:8]=[CH:9][CH:10]=2)[C:5]([CH:12]=[O:13])=[CH:4][CH:3]=1.N1C=CN=C1.[Si:19](Cl)([C:22]([CH3:25])([CH3:24])[CH3:23])([CH3:21])[CH3:20], predict the reaction product. The product is: [Si:19]([O:1][C:2]1[C:11]2[C:6](=[CH:7][CH:8]=[CH:9][CH:10]=2)[C:5]([CH:12]=[O:13])=[CH:4][CH:3]=1)([C:22]([CH3:25])([CH3:24])[CH3:23])([CH3:21])[CH3:20]. (4) Given the reactants [O:1]=[C:2]1[NH:6][C@H:5]([C:7]([NH2:9])=[O:8])[CH2:4][CH2:3]1.C(N(CC)CC)C.[CH3:17][C:18]([O:21][C:22](O[C:22]([O:21][C:18]([CH3:20])([CH3:19])[CH3:17])=[O:23])=[O:23])([CH3:20])[CH3:19], predict the reaction product. The product is: [C:7]([C@@H:5]1[CH2:4][CH2:3][C:2](=[O:1])[N:6]1[C:22]([O:21][C:18]([CH3:20])([CH3:19])[CH3:17])=[O:23])(=[O:8])[NH2:9]. (5) The product is: [C:3]([C:5]1([C:8]2[CH:45]=[CH:44][CH:43]=[CH:42][C:9]=2[CH2:10][CH2:11][C:12]2[C:17]([C:18]([F:19])([F:20])[F:21])=[CH:16][N:15]=[C:14]([NH:22][C:23]3[CH:24]=[CH:25][C:26]([CH:29]4[CH2:34][CH2:33][N:32]([C:35]([O:37][C:38]([CH3:41])([CH3:39])[CH3:40])=[O:36])[CH2:31][CH2:30]4)=[N:27][CH:28]=3)[N:13]=2)[CH2:6][CH2:7]1)(=[O:2])[NH2:55]. Given the reactants C[O:2][C:3]([C:5]1([C:8]2[CH:45]=[CH:44][CH:43]=[CH:42][C:9]=2[CH2:10][CH2:11][C:12]2[C:17]([C:18]([F:21])([F:20])[F:19])=[CH:16][N:15]=[C:14]([NH:22][C:23]3[CH:24]=[CH:25][C:26]([CH:29]4[CH2:34][CH2:33][N:32]([C:35]([O:37][C:38]([CH3:41])([CH3:40])[CH3:39])=[O:36])[CH2:31][CH2:30]4)=[N:27][CH:28]=3)[N:13]=2)[CH2:7][CH2:6]1)=O.O[Li].O.C1C=CC2N(O)N=[N:55]C=2C=1.CCN=C=NCCCN(C)C.Cl.Cl.C(NC(C)C)(C)C.C(=O)([O-])[O-].[NH4+].[NH4+], predict the reaction product.